Task: Predict the product of the given reaction.. Dataset: Forward reaction prediction with 1.9M reactions from USPTO patents (1976-2016) Given the reactants [F:1][C:2]([F:40])([F:39])[C:3]1[C:4]2[CH2:38][O:37][CH2:36][CH2:35][C:5]=2[N:6]([C:8]2[C:9](=[O:34])[NH:10][C:11](=[O:33])[N:12]([CH2:14][CH2:15][CH2:16][N:17]3[CH2:22][C@H:21]4[C@:19]([C:23]5[CH:28]=[CH:27][C:26]([C:29]([F:32])([F:31])[F:30])=[CH:25][CH:24]=5)([CH2:20]4)[CH2:18]3)[CH:13]=2)[N:7]=1.[ClH:41].CO, predict the reaction product. The product is: [ClH:41].[ClH:41].[F:40][C:2]([F:1])([F:39])[C:3]1[C:4]2[CH2:38][O:37][CH2:36][CH2:35][C:5]=2[N:6]([C:8]2[C:9](=[O:34])[NH:10][C:11](=[O:33])[N:12]([CH2:14][CH2:15][CH2:16][N:17]3[CH2:22][C@H:21]4[C@:19]([C:23]5[CH:28]=[CH:27][C:26]([C:29]([F:32])([F:31])[F:30])=[CH:25][CH:24]=5)([CH2:20]4)[CH2:18]3)[CH:13]=2)[N:7]=1.